From a dataset of Catalyst prediction with 721,799 reactions and 888 catalyst types from USPTO. Predict which catalyst facilitates the given reaction. Reactant: C([Sn](CCCC)(CCCC)[C:6]1[CH:11]=[CH:10][C:9]([C:12]([F:15])([F:14])[F:13])=[CH:8][N:7]=1)CCC.Cl[C:25]1[N:30]=[CH:29][N:28]=[C:27]([C:31]([O:33][CH2:34][CH3:35])=[O:32])[CH:26]=1.CCOC(C)=O. Product: [F:15][C:12]([F:13])([F:14])[C:9]1[CH:10]=[CH:11][C:6]([C:25]2[N:30]=[CH:29][N:28]=[C:27]([C:31]([O:33][CH2:34][CH3:35])=[O:32])[CH:26]=2)=[N:7][CH:8]=1. The catalyst class is: 538.